The task is: Binary Classification. Given a T-cell receptor sequence (or CDR3 region) and an epitope sequence, predict whether binding occurs between them.. This data is from TCR-epitope binding with 47,182 pairs between 192 epitopes and 23,139 TCRs. The epitope is FVDGVPFVV. The TCR CDR3 sequence is CAISESVGWPSYNEQFF. Result: 1 (the TCR binds to the epitope).